From a dataset of Forward reaction prediction with 1.9M reactions from USPTO patents (1976-2016). Predict the product of the given reaction. (1) Given the reactants C([O:3][C:4](=[O:49])[CH2:5][CH2:6][CH2:7][O:8][C:9]1[CH:14]=[CH:13][CH:12]=[C:11]([CH2:15][CH2:16][CH2:17][CH2:18][CH2:19][CH2:20][O:21][C:22]2[CH:27]=[C:26]([C:28](=[O:32])[CH:29]([CH3:31])[CH3:30])[CH:25]=[C:24]([C:33]3[CH:41]=[CH:40][C:36]4[O:37][CH2:38][O:39][C:35]=4[CH:34]=3)[CH:23]=2)[C:10]=1[CH2:42][CH2:43][C:44]([O:46]CC)=[O:45])C.[OH-].[Na+].Cl, predict the reaction product. The product is: [O:37]1[C:36]2[CH:40]=[CH:41][C:33]([C:24]3[CH:23]=[C:22]([CH:27]=[C:26]([C:28](=[O:32])[CH:29]([CH3:30])[CH3:31])[CH:25]=3)[O:21][CH2:20][CH2:19][CH2:18][CH2:17][CH2:16][CH2:15][C:11]3[C:10]([CH2:42][CH2:43][C:44]([OH:46])=[O:45])=[C:9]([CH:14]=[CH:13][CH:12]=3)[O:8][CH2:7][CH2:6][CH2:5][C:4]([OH:49])=[O:3])=[CH:34][C:35]=2[O:39][CH2:38]1. (2) Given the reactants [NH2:1][C:2]1[CH:10]=[CH:9][C:8]([O:11][C:12]([F:15])([F:14])[F:13])=[CH:7][C:3]=1[C:4]([NH2:6])=O.[Cl:16][C:17]1[CH:25]=[CH:24][CH:23]=[CH:22][C:18]=1[C:19](Cl)=O.[NH:26]1[CH2:31][CH2:30][S:29][CH2:28][CH2:27]1, predict the reaction product. The product is: [Cl:16][C:17]1[CH:25]=[CH:24][CH:23]=[CH:22][C:18]=1[C:19]1[N:6]=[C:4]([N:26]2[CH2:31][CH2:30][S:29][CH2:28][CH2:27]2)[C:3]2[C:2](=[CH:10][CH:9]=[C:8]([O:11][C:12]([F:15])([F:14])[F:13])[CH:7]=2)[N:1]=1.